Dataset: TCR-epitope binding with 47,182 pairs between 192 epitopes and 23,139 TCRs. Task: Binary Classification. Given a T-cell receptor sequence (or CDR3 region) and an epitope sequence, predict whether binding occurs between them. (1) The TCR CDR3 sequence is CASSSDRGSSPLHF. The epitope is GPGHKARVL. Result: 0 (the TCR does not bind to the epitope). (2) The epitope is FLNGSCGSV. The TCR CDR3 sequence is CASSLQGRAFF. Result: 1 (the TCR binds to the epitope). (3) The epitope is FLNGSCGSV. The TCR CDR3 sequence is CASSRTDSSYNSPLHF. Result: 1 (the TCR binds to the epitope). (4) The epitope is PROT_97E67BCC. The TCR CDR3 sequence is CASSEGTSTFREQFF. Result: 1 (the TCR binds to the epitope). (5) The epitope is FLASKIGRLV. The TCR CDR3 sequence is CASSIGQGETQYF. Result: 1 (the TCR binds to the epitope). (6) The epitope is TLIGDCATV. The TCR CDR3 sequence is CASSLLTSGIYEQYF. Result: 1 (the TCR binds to the epitope). (7) The epitope is KLNVGDYFV. The TCR CDR3 sequence is CASSQDELAGELFF. Result: 0 (the TCR does not bind to the epitope). (8) The epitope is FPRPWLHGL. The TCR CDR3 sequence is CASSLWSGVANKQYF. Result: 1 (the TCR binds to the epitope). (9) The epitope is KMKDLSPRW. The TCR CDR3 sequence is CASSFGLAGVIADTQYF. Result: 1 (the TCR binds to the epitope). (10) The epitope is FLPRVFSAV. The TCR CDR3 sequence is CASSLRTGAETQYF. Result: 1 (the TCR binds to the epitope).